Dataset: Reaction yield outcomes from USPTO patents with 853,638 reactions. Task: Predict the reaction yield, written as a fraction of the theoretical maximum amount of product (1.0 means a 100% yield; for example, 0.34 means a 34% yield). (1) The reactants are [CH3:1][NH:2][CH2:3][CH2:4][CH2:5][O:6][C:7]1[CH:8]=[N:9][CH:10]=[C:11]([O:13][CH2:14][C:15]2[CH:20]=[CH:19][CH:18]=[CH:17][CH:16]=2)[CH:12]=1.[O:21]=[C:22]([OH:34])[C@@H:23]([C@H:25]([C@H:27]([C@@H:29]([C:31]([OH:33])=[O:32])[OH:30])[OH:28])[OH:26])[OH:24].O. The catalyst is C(O)C. The product is [O:21]=[C:22]([OH:34])[C@@H:23]([C@H:25]([C@H:27]([C@@H:29]([C:31]([OH:33])=[O:32])[OH:30])[OH:28])[OH:26])[OH:24].[CH3:1][NH:2][CH2:3][CH2:4][CH2:5][O:6][C:7]1[CH:8]=[N:9][CH:10]=[C:11]([O:13][CH2:14][C:15]2[CH:20]=[CH:19][CH:18]=[CH:17][CH:16]=2)[CH:12]=1.[CH3:1][NH:2][CH2:3][CH2:4][CH2:5][O:6][C:7]1[CH:8]=[N:9][CH:10]=[C:11]([O:13][CH2:14][C:15]2[CH:20]=[CH:19][CH:18]=[CH:17][CH:16]=2)[CH:12]=1. The yield is 0.652. (2) The product is [ClH:35].[CH3:1][N:2]([CH3:27])[C:3](=[O:26])[CH2:4][N:5]1[C:13]2[CH:12]=[CH:11][CH:10]=[CH:9][C:8]=2[C:7]2[CH2:14][CH2:15][NH:16][CH2:17][CH2:18][C:6]1=2. The yield is 0.950. The catalyst is C(Cl)Cl.CCOC(C)=O.CCOCC. The reactants are [CH3:1][N:2]([CH3:27])[C:3](=[O:26])[CH2:4][N:5]1[C:13]2[CH:12]=[CH:11][CH:10]=[CH:9][C:8]=2[C:7]2[CH2:14][CH2:15][N:16](C(OC(C)(C)C)=O)[CH2:17][CH2:18][C:6]1=2.C(C(O)=O)(F)(F)F.[ClH:35]. (3) The reactants are [OH:1][C:2]1[C:9]([CH3:10])=[CH:8][C:5]([C:6]#[N:7])=[CH:4][C:3]=1[CH3:11].[H-].[Na+].[CH2:14]([N:21]1[C:25]2[N:26]=[C:27]([NH2:31])[N:28]=[C:29](Cl)[C:24]=2[CH:23]=[CH:22]1)[C:15]1[CH:20]=[CH:19][CH:18]=[CH:17][CH:16]=1. No catalyst specified. The product is [NH2:31][C:27]1[N:28]=[C:29]([O:1][C:2]2[C:3]([CH3:11])=[CH:4][C:5]([C:6]#[N:7])=[CH:8][C:9]=2[CH3:10])[C:24]2[CH:23]=[CH:22][N:21]([CH2:14][C:15]3[CH:16]=[CH:17][CH:18]=[CH:19][CH:20]=3)[C:25]=2[N:26]=1. The yield is 0.830. (4) The reactants are [CH2:1]([N:3]([CH2:27][C:28]1[CH:33]=[CH:32][CH:31]=[CH:30][C:29]=1[F:34])[C:4](=[O:26])[CH2:5][O:6][C:7]1[CH:12]=[CH:11][C:10]([CH2:13][CH2:14][S:15][C:16]2[CH:25]=[CH:24][CH:23]=[CH:22][C:17]=2[C:18]([O:20]C)=[O:19])=[CH:9][CH:8]=1)[CH3:2].[OH-].[Li+]. The catalyst is O. The product is [CH2:1]([N:3]([CH2:27][C:28]1[CH:33]=[CH:32][CH:31]=[CH:30][C:29]=1[F:34])[C:4](=[O:26])[CH2:5][O:6][C:7]1[CH:8]=[CH:9][C:10]([CH2:13][CH2:14][S:15][C:16]2[CH:25]=[CH:24][CH:23]=[CH:22][C:17]=2[C:18]([OH:20])=[O:19])=[CH:11][CH:12]=1)[CH3:2]. The yield is 0.969.